Dataset: Full USPTO retrosynthesis dataset with 1.9M reactions from patents (1976-2016). Task: Predict the reactants needed to synthesize the given product. (1) Given the product [CH2:1]([N:8]1[C:16]2[C:11](=[CH:12][C:13]([OH:17])=[CH:14][CH:15]=2)[C:10]([C:24](=[O:26])[CH3:25])=[C:9]1[CH:27]([CH3:29])[CH3:28])[C:2]1[CH:3]=[CH:4][CH:5]=[CH:6][CH:7]=1, predict the reactants needed to synthesize it. The reactants are: [CH2:1]([N:8]1[C:16]2[C:11](=[CH:12][C:13]([O:17]C3CCCCO3)=[CH:14][CH:15]=2)[C:10]([C:24](=[O:26])[CH3:25])=[C:9]1[CH:27]([CH3:29])[CH3:28])[C:2]1[CH:7]=[CH:6][CH:5]=[CH:4][CH:3]=1.Cl. (2) Given the product [C:16]1([C:22]#[C:23][C:24]2[S:25][C:26]([C:29]([N:2]3[CH2:7][CH2:6][C:5](=[O:8])[CH2:4][CH2:3]3)=[O:30])=[CH:27][N:28]=2)[CH:21]=[CH:20][CH:19]=[CH:18][CH:17]=1, predict the reactants needed to synthesize it. The reactants are: Cl.[NH:2]1[CH2:7][CH2:6][C:5](=[O:8])[CH2:4][CH2:3]1.C(N(CC)CC)C.[C:16]1([C:22]#[C:23][C:24]2[S:25][C:26]([C:29](O)=[O:30])=[CH:27][N:28]=2)[CH:21]=[CH:20][CH:19]=[CH:18][CH:17]=1.